From a dataset of Full USPTO retrosynthesis dataset with 1.9M reactions from patents (1976-2016). Predict the reactants needed to synthesize the given product. (1) The reactants are: [NH:1]1[C:5]2[CH:6]=[CH:7][CH:8]=[CH:9][C:4]=2[N:3]=[C:2]1[C@H:10]1[CH2:15][CH2:14][CH2:13][C@@H:12]([NH:16][C:17](=[O:25])[C:18]2[CH:23]=[CH:22][C:21](Cl)=[N:20][CH:19]=2)[CH2:11]1.[CH3:26][O:27][CH2:28][CH2:29][NH2:30]. Given the product [NH:1]1[C:5]2[CH:6]=[CH:7][CH:8]=[CH:9][C:4]=2[N:3]=[C:2]1[C@H:10]1[CH2:15][CH2:14][CH2:13][C@@H:12]([NH:16][C:17](=[O:25])[C:18]2[CH:23]=[CH:22][C:21]([NH:30][CH2:29][CH2:28][O:27][CH3:26])=[N:20][CH:19]=2)[CH2:11]1, predict the reactants needed to synthesize it. (2) Given the product [O:8]([C:16]1[CH:17]=[C:18]([C:19](=[C:40]2[CH:41]3[CH2:43][CH:37]4[CH2:36][C:35]([Cl:34])([CH2:44][CH:39]2[CH2:38]4)[CH2:42]3)[O:21][CH2:22][CH2:23][O:24][C:25]2[CH:30]=[CH:29][CH:28]=[CH:27][CH:26]=2)[CH:31]=[CH:32][CH:33]=1)[Si:9]([C:12]([CH3:15])([CH3:14])[CH3:13])([CH3:11])[CH3:10], predict the reactants needed to synthesize it. The reactants are: C(N(CC)CC)C.[O:8]([C:16]1[CH:17]=[C:18]([CH:31]=[CH:32][CH:33]=1)[C:19]([O:21][CH2:22][CH2:23][O:24][C:25]1[CH:30]=[CH:29][CH:28]=[CH:27][CH:26]=1)=O)[Si:9]([C:12]([CH3:15])([CH3:14])[CH3:13])([CH3:11])[CH3:10].[Cl:34][C:35]12[CH2:44][CH:39]3[CH2:40][CH:41]([CH2:43][CH:37]([C:38]3=O)[CH2:36]1)[CH2:42]2.